This data is from Catalyst prediction with 721,799 reactions and 888 catalyst types from USPTO. The task is: Predict which catalyst facilitates the given reaction. Reactant: I[C:2]1[CH:9]=[CH:8][C:5]([C:6]#[N:7])=[CH:4][C:3]=1[O:10][CH3:11].[C:12]([O:16][CH3:17])(=[O:15])[CH:13]=[CH2:14].CC1C=CC=CC=1P(C1C=CC=CC=1C)C1C=CC=CC=1C.O. Product: [C:6]([C:5]1[CH:8]=[CH:9][C:2](/[CH:14]=[CH:13]/[C:12]([O:16][CH3:17])=[O:15])=[C:3]([O:10][CH3:11])[CH:4]=1)#[N:7]. The catalyst class is: 613.